Dataset: Full USPTO retrosynthesis dataset with 1.9M reactions from patents (1976-2016). Task: Predict the reactants needed to synthesize the given product. Given the product [C:1]([O:5][C:6]([N:8]1[CH2:13][C@H:12]([O:14][CH2:35][C:36]2[CH:37]=[C:38]([O:46][CH3:47])[C:39]3[C:44](=[CH:43][CH:42]=[CH:41][CH:40]=3)[CH:45]=2)[C@@H:11]([C:15]2[CH:16]=[CH:17][C:18]([O:21][CH2:22][CH:23]=[CH2:24])=[CH:19][CH:20]=2)[C@H:10]([O:25][CH2:26][C@H:27]2[CH2:31][O:30][C:29]([CH3:33])([CH3:32])[O:28]2)[CH2:9]1)=[O:7])([CH3:2])([CH3:3])[CH3:4], predict the reactants needed to synthesize it. The reactants are: [C:1]([O:5][C:6]([N:8]1[CH2:13][C@H:12]([OH:14])[C@@H:11]([C:15]2[CH:20]=[CH:19][C:18]([O:21][CH2:22][CH:23]=[CH2:24])=[CH:17][CH:16]=2)[C@H:10]([O:25][CH2:26][C@H:27]2[CH2:31][O:30][C:29]([CH3:33])([CH3:32])[O:28]2)[CH2:9]1)=[O:7])([CH3:4])([CH3:3])[CH3:2].Cl[CH2:35][C:36]1[CH:37]=[C:38]([O:46][CH3:47])[C:39]2[C:44]([CH:45]=1)=[CH:43][CH:42]=[CH:41][CH:40]=2.